From a dataset of Full USPTO retrosynthesis dataset with 1.9M reactions from patents (1976-2016). Predict the reactants needed to synthesize the given product. (1) The reactants are: [Cl:1][C:2]1[CH:26]=[CH:25][C:5]([C:6]([NH:8][CH:9]([CH2:13][C:14]2[C:23]3[C:18](=[CH:19][CH:20]=[CH:21][CH:22]=3)[NH:17][C:16](=[O:24])[CH:15]=2)[C:10]([OH:12])=[S:11])=[O:7])=[CH:4][CH:3]=1.Cl[CH:28]1[CH2:32][CH2:31][CH2:30][CH2:29]1. Given the product [Cl:1][C:2]1[CH:3]=[CH:4][C:5]([C:6]([NH:8][CH:9]([CH2:13][C:14]2[C:23]3[C:18](=[CH:19][CH:20]=[CH:21][CH:22]=3)[NH:17][C:16](=[O:24])[CH:15]=2)[C:10]([S:11][CH:28]2[CH2:32][CH2:31][CH2:30][CH2:29]2)=[O:12])=[O:7])=[CH:25][CH:26]=1, predict the reactants needed to synthesize it. (2) Given the product [N:2]1([CH2:7][CH2:8][CH2:9][N:10]2[CH2:11][CH2:12][CH:13]([CH2:16][NH2:17])[CH2:14][CH2:15]2)[CH:6]=[CH:5][N:4]=[N:3]1, predict the reactants needed to synthesize it. The reactants are: Cl.[N:2]1([CH2:7][CH2:8][CH2:9][N:10]2[CH2:15][CH2:14][CH:13]([CH2:16][NH2:17])[CH2:12][CH2:11]2)[CH:6]=[CH:5][N:4]=[N:3]1.[OH-].[Na+]. (3) Given the product [O:36]=[C:8]1[C:9]2[C:14](=[CH:13][C:12]([C:16]3[CH:17]=[CH:18][C:19]([NH:22][C:23]([NH:25][C:26]4[CH:31]=[CH:30][CH:29]=[C:28]([C:32]([F:34])([F:33])[F:35])[CH:27]=4)=[O:24])=[CH:20][CH:21]=3)=[CH:11][CH:10]=2)[CH2:15][N:7]1[C@@H:3]([CH3:2])[C:4]([OH:6])=[O:5], predict the reactants needed to synthesize it. The reactants are: C[CH:2](C)[C@@H:3]([N:7]1[CH2:15][C:14]2[C:9](=[CH:10][CH:11]=[C:12]([C:16]3[CH:21]=[CH:20][C:19]([NH:22][C:23]([NH:25][C:26]4[CH:31]=[CH:30][CH:29]=[C:28]([C:32]([F:35])([F:34])[F:33])[CH:27]=4)=[O:24])=[CH:18][CH:17]=3)[CH:13]=2)[C:8]1=[O:36])[C:4]([OH:6])=[O:5].O=C1C2C(=CC(C3C=CC(NC(NC4C=CC=C(C(F)(F)F)C=4)=O)=CC=3)=CC=2)CN1[C@@H](C)C(OC)=O. (4) Given the product [Br:18][CH2:21][CH2:20][N:19]([CH2:22][CH2:23][OH:24])[C:2]1[C:10]([N+:11]([O-:13])=[O:12])=[CH:9][C:8]([N+:14]([O-:16])=[O:15])=[CH:7][C:3]=1[C:4]([NH2:6])=[O:5], predict the reactants needed to synthesize it. The reactants are: Cl[C:2]1[C:10]([N+:11]([O-:13])=[O:12])=[CH:9][C:8]([N+:14]([O-:16])=[O:15])=[CH:7][C:3]=1[C:4]([NH2:6])=[O:5].[Li+].[Br-:18].[N:19]1([CH2:22][CH2:23][OH:24])[CH2:21][CH2:20]1.O. (5) Given the product [F:19][C:18]([F:21])([F:20])[CH2:17][CH2:16][CH2:15][N:1]1[C:9]2[C:4](=[CH:5][CH:6]=[C:7]([CH:10]=[O:11])[CH:8]=2)[CH:3]=[CH:2]1, predict the reactants needed to synthesize it. The reactants are: [NH:1]1[C:9]2[C:4](=[CH:5][CH:6]=[C:7]([CH:10]=[O:11])[CH:8]=2)[CH:3]=[CH:2]1.[H-].[Na+].Br[CH2:15][CH2:16][CH2:17][C:18]([F:21])([F:20])[F:19].O. (6) Given the product [CH2:16]([NH:23][CH2:1][C@H:3]1[CH2:8][C@@H:7]2[C@@H:5]([CH2:6]2)[N:4]1[C:9]([O:11][C:12]([CH3:15])([CH3:14])[CH3:13])=[O:10])[C:17]1[CH:22]=[CH:21][CH:20]=[CH:19][CH:18]=1, predict the reactants needed to synthesize it. The reactants are: [CH:1]([C@H:3]1[CH2:8][C@@H:7]2[C@@H:5]([CH2:6]2)[N:4]1[C:9]([O:11][C:12]([CH3:15])([CH3:14])[CH3:13])=[O:10])=O.[CH2:16]([NH2:23])[C:17]1[CH:22]=[CH:21][CH:20]=[CH:19][CH:18]=1.C(O[BH-](OC(=O)C)OC(=O)C)(=O)C.[Na+].O.